This data is from Full USPTO retrosynthesis dataset with 1.9M reactions from patents (1976-2016). The task is: Predict the reactants needed to synthesize the given product. (1) Given the product [C:21]([S:23][CH:6]1[CH2:7][N:8]([C:10]2[S:11][CH:12]=[C:13]([CH2:15][NH:16][C:17]([O:19][CH3:20])=[O:18])[N:14]=2)[CH2:9]1)(=[O:24])[CH3:22], predict the reactants needed to synthesize it. The reactants are: CS(O[CH:6]1[CH2:9][N:8]([C:10]2[S:11][CH:12]=[C:13]([CH2:15][NH:16][C:17]([O:19][CH3:20])=[O:18])[N:14]=2)[CH2:7]1)(=O)=O.[C:21]([O-:24])(=[S:23])[CH3:22].[K+]. (2) Given the product [CH3:1][O:2][C:3]1[CH:8]=[CH:7][CH:6]=[CH:5][C:4]=1[CH2:9][CH2:10][O:11][CH2:12][CH2:13][OH:14], predict the reactants needed to synthesize it. The reactants are: [CH3:1][O:2][C:3]1[CH:8]=[CH:7][CH:6]=[CH:5][C:4]=1[CH2:9][CH2:10][O:11][CH2:12][C:13](O)=[O:14].[H-].[Al+3].[Li+].[H-].[H-].[H-].[OH-].[Na+].Cl. (3) Given the product [CH2:17]([O:19][C:20]([N:22]1[CH2:23][CH2:24][N:25]([C:28]([CH:30]([NH:40][C:1]([C:4]2[CH:13]=[C:12]([S:14][CH3:15])[C:11]3[C:6](=[CH:7][C:8]([Cl:16])=[CH:9][CH:10]=3)[N:5]=2)=[O:3])[CH2:31][CH2:32][C:33]([O:35][C:36]([CH3:39])([CH3:38])[CH3:37])=[O:34])=[O:29])[CH2:26][CH2:27]1)=[O:21])[CH3:18], predict the reactants needed to synthesize it. The reactants are: [C:1]([C:4]1[CH:13]=[C:12]([S:14][CH3:15])[C:11]2[C:6](=[CH:7][C:8]([Cl:16])=[CH:9][CH:10]=2)[N:5]=1)([OH:3])=O.[CH2:17]([O:19][C:20]([N:22]1[CH2:27][CH2:26][N:25]([C:28]([CH:30]([NH2:40])[CH2:31][CH2:32][C:33]([O:35][C:36]([CH3:39])([CH3:38])[CH3:37])=[O:34])=[O:29])[CH2:24][CH2:23]1)=[O:21])[CH3:18].CCN=C=NCCCN(C)C.C1C=CC2N(O)N=NC=2C=1. (4) Given the product [Br:16][C:17]1[CH:22]=[C:21]([CH2:23][N:12]2[C@H:8]([C:7]([CH3:15])([CH3:14])[O:6][SiH2:5][C:1]([CH3:4])([CH3:2])[CH3:3])[CH2:9][CH2:10][C:11]2=[O:13])[CH:20]=[N:19][CH:18]=1, predict the reactants needed to synthesize it. The reactants are: [C:1]([SiH2:5][O:6][C:7]([CH3:15])([CH3:14])[C@H:8]1[NH:12][C:11](=[O:13])[CH2:10][CH2:9]1)([CH3:4])([CH3:3])[CH3:2].[Br:16][C:17]1[CH:18]=[N:19][CH:20]=[C:21]([CH2:23]Cl)[CH:22]=1.[H-].[Na+]. (5) Given the product [S:24]1[C:20]2[CH:19]=[C:18]([NH:17][C:10]3[C:11]4[N:12]([CH:14]=[CH:15][N:16]=4)[CH:13]=[C:8]([C:4]4[CH:3]=[C:2]([NH:1][C:42](=[O:43])[C:41]5[CH:45]=[CH:46][C:38]([C:34]([CH3:36])([CH3:35])[CH3:37])=[CH:39][CH:40]=5)[CH:7]=[CH:6][CH:5]=4)[N:9]=3)[CH:26]=[CH:25][C:21]=2[N:22]=[CH:23]1, predict the reactants needed to synthesize it. The reactants are: [NH2:1][C:2]1[CH:3]=[C:4]([C:8]2[N:9]=[C:10]([NH:17][C:18]3[CH:26]=[CH:25][C:21]4[N:22]=[CH:23][S:24][C:20]=4[CH:19]=3)[C:11]3[N:12]([CH:14]=[CH:15][N:16]=3)[CH:13]=2)[CH:5]=[CH:6][CH:7]=1.C(N(CC)CC)C.[C:34]([C:38]1[CH:46]=[CH:45][C:41]([C:42](Cl)=[O:43])=[CH:40][CH:39]=1)([CH3:37])([CH3:36])[CH3:35]. (6) Given the product [CH3:27][O:26][C:23]1[CH:24]=[CH:25][C:20]([CH:17]2[O:16][C@H:15]3[CH2:28][C@H:12]([N:4]4[C:5]5[N:6]=[CH:7][N:8]=[C:9]([CH3:11])[C:10]=5[C:2]([C:39]#[C:38][Si:40]([CH3:43])([CH3:42])[CH3:41])=[CH:3]4)[CH2:13][C@H:14]3[CH2:19][O:18]2)=[CH:21][CH:22]=1, predict the reactants needed to synthesize it. The reactants are: I[C:2]1[C:10]2[C:9]([CH3:11])=[N:8][CH:7]=[N:6][C:5]=2[N:4]([C@H:12]2[CH2:28][C@@H:15]3[O:16][CH:17]([C:20]4[CH:25]=[CH:24][C:23]([O:26][CH3:27])=[CH:22][CH:21]=4)[O:18][CH2:19][C@@H:14]3[CH2:13]2)[CH:3]=1.CCN(C(C)C)C(C)C.[C:38]([Si:40]([CH3:43])([CH3:42])[CH3:41])#[CH:39]. (7) Given the product [CH:7]([C:9]1[CH:14]=[CH:13][C:12]([N:18]2[CH:22]=[CH:21][CH:20]=[N:19]2)=[CH:11][CH:10]=1)=[O:8], predict the reactants needed to synthesize it. The reactants are: N1C=CC=CC=1.[CH:7]([C:9]1[CH:14]=[CH:13][C:12](B(O)O)=[CH:11][CH:10]=1)=[O:8].[NH:18]1[CH:22]=[CH:21][CH:20]=[N:19]1.